Dataset: Full USPTO retrosynthesis dataset with 1.9M reactions from patents (1976-2016). Task: Predict the reactants needed to synthesize the given product. (1) Given the product [F:7][C:8]([F:24])([F:25])[C:9]1[CH:10]=[CH:11][C:12]([C:15]2[C:1]([C:2]([Cl:4])=[O:3])=[CH:17][CH:18]=[CH:19][CH:20]=2)=[CH:13][CH:14]=1, predict the reactants needed to synthesize it. The reactants are: [C:1](Cl)(=O)[C:2]([Cl:4])=[O:3].[F:7][C:8]([F:25])([F:24])[C:9]1[CH:14]=[CH:13][C:12]([C:15]2C(C(O)=O)=[CH:17][CH:18]=[CH:19][CH:20]=2)=[CH:11][CH:10]=1.CN(C)C=O. (2) Given the product [CH2:27]([O:26][CH2:25][C@H:21]1[C:22](=[O:24])[O:23][CH2:29][N:20]1[C:18]([O:17][CH2:16][CH:14]1[C:13]2[CH:12]=[CH:11][CH:10]=[CH:9][C:8]=2[C:7]2[C:15]1=[CH:3][CH:4]=[CH:5][CH:6]=2)=[O:19])[CH3:28], predict the reactants needed to synthesize it. The reactants are: C=O.[CH:3]1[C:15]2[CH:14]([CH2:16][O:17][C:18]([NH:20][C@@H:21]([CH2:25][O:26][CH2:27][CH3:28])[C:22]([OH:24])=[O:23])=[O:19])[C:13]3[C:8](=[CH:9][CH:10]=[CH:11][CH:12]=3)[C:7]=2[CH:6]=[CH:5][CH:4]=1.[C:29]1(C)C=CC(S(O)(=O)=O)=CC=1.O. (3) The reactants are: [C:1]([O:4][CH:5]([C:23](=[O:32])[CH2:24][O:25][CH2:26][CH2:27][O:28][CH2:29][CH2:30][NH2:31])[CH:6]([O:19][C:20](=[O:22])[CH3:21])[CH:7]([O:15][C:16](=[O:18])[CH3:17])[CH:8]([O:11][C:12](=[O:14])[CH3:13])[CH2:9][OH:10])(=[O:3])[CH3:2].[C:33]([CH2:36][O:37][CH2:38][CH2:39][O:40][CH2:41][C:42](O)=[O:43])([OH:35])=[O:34].C(N=C=NC(C)C)(C)C.OC1C2N=NNC=2C=CC=1. Given the product [C:1]([O:4][CH:5]([CH:6]([O:19][C:20](=[O:22])[CH3:21])[CH:7]([O:15][C:16](=[O:18])[CH3:17])[CH:8]([O:11][C:12](=[O:14])[CH3:13])[CH2:9][OH:10])[C:23](=[O:32])[CH2:24][O:25][CH2:26][CH2:27][O:28][CH2:29][CH2:30][NH:31][C:42]([CH2:41][O:40][CH2:39][CH2:38][O:37][CH2:36][C:33]([OH:35])=[O:34])=[O:43])(=[O:3])[CH3:2], predict the reactants needed to synthesize it.